From a dataset of Full USPTO retrosynthesis dataset with 1.9M reactions from patents (1976-2016). Predict the reactants needed to synthesize the given product. (1) Given the product [Cl:19][C:18]1[CH:17]=[CH:16][C:4]([CH2:5][NH:6][C:7]([C:9]2([C:12]([F:13])([F:14])[F:15])[CH2:10][CH2:11]2)=[O:8])=[CH:3][C:2]=1[NH:1][C:31]([NH:30][C:24]1[CH:23]=[C:22]([N:33]2[CH2:37][CH2:36][CH2:35][C@H:34]2[CH2:38][O:39][CH3:40])[C:21]([Cl:20])=[CH:26][C:25]=1[N+:27]([O-:29])=[O:28])=[S:32], predict the reactants needed to synthesize it. The reactants are: [NH2:1][C:2]1[CH:3]=[C:4]([CH:16]=[CH:17][C:18]=1[Cl:19])[CH2:5][NH:6][C:7]([C:9]1([C:12]([F:15])([F:14])[F:13])[CH2:11][CH2:10]1)=[O:8].[Cl:20][C:21]1[C:22]([N:33]2[CH2:37][CH2:36][CH2:35][C@H:34]2[CH2:38][O:39][CH3:40])=[CH:23][C:24]([N:30]=[C:31]=[S:32])=[C:25]([N+:27]([O-:29])=[O:28])[CH:26]=1.CN(C=O)C. (2) Given the product [NH2:5][CH:3]([CH3:4])[CH2:2][NH:1][CH2:7][CH:8]([NH2:9])[CH3:10], predict the reactants needed to synthesize it. The reactants are: [NH2:1][CH2:2][CH:3]([NH2:5])[CH3:4].Cl.[CH3:7][CH:8]1[CH2:10][NH:9]1. (3) Given the product [CH2:32]([N:31]([CH2:30][C:11]([OH:29])([CH2:12][NH:13][C:14]1[CH:22]=[CH:21][CH:20]=[C:19]2[C:15]=1[CH:16]=[N:17][N:18]2[C:23]1[CH:28]=[CH:27][CH:26]=[CH:25][CH:24]=1)[C:10]([F:36])([F:35])[F:9])[C:6]([C:3]1[CH:4]=[CH:5][S:1][CH:2]=1)=[O:8])[CH2:33][CH3:34], predict the reactants needed to synthesize it. The reactants are: [S:1]1[CH:5]=[CH:4][C:3]([C:6]([OH:8])=O)=[CH:2]1.[F:9][C:10]([F:36])([F:35])[C:11]([CH2:30][NH:31][CH2:32][CH2:33][CH3:34])([OH:29])[CH2:12][NH:13][C:14]1[CH:22]=[CH:21][CH:20]=[C:19]2[C:15]=1[CH:16]=[N:17][N:18]2[C:23]1[CH:28]=[CH:27][CH:26]=[CH:25][CH:24]=1. (4) Given the product [CH2:1]([N:8]1[CH2:25][C:19]2[C:18](=[CH:23][CH:22]=[C:21]([F:24])[CH:20]=2)[CH2:17]1)[C:2]1[CH:7]=[CH:6][CH:5]=[CH:4][CH:3]=1, predict the reactants needed to synthesize it. The reactants are: [CH2:1]([NH2:8])[C:2]1[CH:7]=[CH:6][CH:5]=[CH:4][CH:3]=1.C(N(CC)CC)C.Br[CH2:17][C:18]1[CH:23]=[CH:22][C:21]([F:24])=[CH:20][C:19]=1[CH2:25]Br. (5) Given the product [CH3:9][O:10][C:11](=[O:24])[C:12]1[CH:17]=[C:16]([CH3:18])[C:15]([Br:19])=[C:14]([S:20](=[O:21])(=[O:22])[NH:1][C:2]2[CH:7]=[CH:6][CH:5]=[CH:4][C:3]=2[OH:8])[CH:13]=1, predict the reactants needed to synthesize it. The reactants are: [NH2:1][C:2]1[CH:7]=[CH:6][CH:5]=[CH:4][C:3]=1[OH:8].[CH3:9][O:10][C:11](=[O:24])[C:12]1[CH:17]=[C:16]([CH3:18])[C:15]([Br:19])=[C:14]([S:20](Cl)(=[O:22])=[O:21])[CH:13]=1.N1C=CC=CC=1. (6) Given the product [CH2:14]([NH:18][C:19]1[CH:24]=[C:23]([N:13]2[CH:12]=[CH:11][N:10]=[C:9]2[C:3]2[CH:4]=[CH:5][CH:6]=[CH:7][CH:8]=2)[CH:22]=[CH:21][C:20]=1[N+:26]([O-:28])=[O:27])[CH:15]([CH3:17])[CH3:16], predict the reactants needed to synthesize it. The reactants are: [H-].[Na+].[C:3]1([C:9]2[NH:10][CH:11]=[CH:12][N:13]=2)[CH:8]=[CH:7][CH:6]=[CH:5][CH:4]=1.[CH2:14]([NH:18][C:19]1[CH:24]=[C:23](F)[CH:22]=[CH:21][C:20]=1[N+:26]([O-:28])=[O:27])[CH:15]([CH3:17])[CH3:16]. (7) Given the product [F:40][C:31]1[CH:32]=[C:33]([S:36]([CH3:39])(=[O:37])=[O:38])[CH:34]=[CH:35][C:30]=1[CH2:29][N:11]1[CH2:12][CH:13]([CH3:14])[N:15]([CH:16]2[CH2:21][CH2:20][N:19]([C:22]([O:24][C:25]([CH3:27])([CH3:26])[CH3:28])=[O:23])[CH2:18][CH2:17]2)[C:9]1=[O:8], predict the reactants needed to synthesize it. The reactants are: C([O:8][C:9]([N:11]([CH2:29][C:30]1[CH:35]=[CH:34][C:33]([S:36]([CH3:39])(=[O:38])=[O:37])=[CH:32][C:31]=1[F:40])[CH2:12][CH:13]([NH:15][CH:16]1[CH2:21][CH2:20][N:19]([C:22]([O:24][C:25]([CH3:28])([CH3:27])[CH3:26])=[O:23])[CH2:18][CH2:17]1)[CH3:14])=O)C1C=CC=CC=1.N1(C(N2C=CN=C2)=O)C=CN=C1.CCN(C(C)C)C(C)C.